From a dataset of Catalyst prediction with 721,799 reactions and 888 catalyst types from USPTO. Predict which catalyst facilitates the given reaction. (1) Reactant: [CH3:1][O:2][C:3]1[CH:4]=[C:5]([CH:9]=[CH:10][C:11]=1[O:12][CH2:13][C:14]#[C:15][CH2:16][CH3:17])[CH2:6][O:7][NH2:8].C(N(C(C)C)C(C)C)C.[Cl:27][C:28]1[CH:38]=[CH:37][C:31]([CH:32]([OH:36])[C:33](O)=[O:34])=[CH:30][CH:29]=1.F[P-](F)(F)(F)(F)F.N1(O[P+](N(C)C)(N(C)C)N(C)C)C2C=CC=CC=2N=N1. Product: [Cl:27][C:28]1[CH:29]=[CH:30][C:31]([CH:32]([OH:36])[C:33]([NH:8][O:7][CH2:6][C:5]2[CH:9]=[CH:10][C:11]([O:12][CH2:13][C:14]#[C:15][CH2:16][CH3:17])=[C:3]([O:2][CH3:1])[CH:4]=2)=[O:34])=[CH:37][CH:38]=1. The catalyst class is: 9. (2) Reactant: [F:1][C:2]1[CH:3]=[C:4]([C:25]2[CH:30]=[CH:29][C:28]([OH:31])=[CH:27][CH:26]=2)[CH:5]=[CH:6][C:7]=1[O:8][CH2:9][CH:10]1[CH2:15][CH2:14][N:13]([CH2:16][C:17]2([C:21]([F:24])([F:23])[F:22])[CH2:20][CH2:19][CH2:18]2)[CH2:12][CH2:11]1.N1C=CC=CC=1.[F:38][C:39]([F:52])([F:51])[S:40](O[S:40]([C:39]([F:52])([F:51])[F:38])(=[O:42])=[O:41])(=[O:42])=[O:41].O. Product: [F:38][C:39]([F:52])([F:51])[S:40]([O:31][C:28]1[CH:29]=[CH:30][C:25]([C:4]2[CH:5]=[CH:6][C:7]([O:8][CH2:9][CH:10]3[CH2:11][CH2:12][N:13]([CH2:16][C:17]4([C:21]([F:22])([F:23])[F:24])[CH2:18][CH2:19][CH2:20]4)[CH2:14][CH2:15]3)=[C:2]([F:1])[CH:3]=2)=[CH:26][CH:27]=1)(=[O:42])=[O:41]. The catalyst class is: 2.